Dataset: Catalyst prediction with 721,799 reactions and 888 catalyst types from USPTO. Task: Predict which catalyst facilitates the given reaction. Reactant: C([Si](C1C=CC=CC=1)(C1C=CC=CC=1)[O:6][CH2:7][CH2:8][CH:9]([N:13]1[CH2:18][CH2:17][N:16]([C:19]2[CH:24]=[CH:23][CH:22]=[C:21]([C:25]([F:28])([F:27])[F:26])[CH:20]=2)[CH:15]([CH3:29])[C:14]1=[O:30])[CH2:10][O:11][CH3:12])(C)(C)C.[F-].C([N+](CCCC)(CCCC)CCCC)CCC. Product: [OH:6][CH2:7][CH2:8][CH:9]([N:13]1[CH2:18][CH2:17][N:16]([C:19]2[CH:24]=[CH:23][CH:22]=[C:21]([C:25]([F:28])([F:26])[F:27])[CH:20]=2)[CH:15]([CH3:29])[C:14]1=[O:30])[CH2:10][O:11][CH3:12]. The catalyst class is: 1.